This data is from Reaction yield outcomes from USPTO patents with 853,638 reactions. The task is: Predict the reaction yield, written as a fraction of the theoretical maximum amount of product (1.0 means a 100% yield; for example, 0.34 means a 34% yield). (1) The reactants are [CH3:1][O:2][C:3]1[C:12]([CH3:13])=[CH:11][CH:10]=[CH:9][C:4]=1[C:5]([O:7]C)=[O:6].[OH-].[K+]. The catalyst is CO.O. The product is [CH3:1][O:2][C:3]1[C:12]([CH3:13])=[CH:11][CH:10]=[CH:9][C:4]=1[C:5]([OH:7])=[O:6]. The yield is 0.950. (2) The reactants are CC1(C)COB(B2OCC(C)(C)CO2)OC1.C([O-])(=O)C.[K+].Br[C:23]1[CH:28]=[CH:27][C:26]([C:29]2([OH:33])[CH2:32][O:31][CH2:30]2)=[CH:25][CH:24]=1.Br[C:35]1[CH:36]=[C:37]2[C:41](=[CH:42][C:43]=1[Cl:44])[NH:40][CH:39]=[C:38]2[CH:45]=[O:46].C(=O)([O-])[O-].[K+].[K+]. The catalyst is O1CCOCC1.C1C=CC(P(C2C=CC=CC=2)[C-]2C=CC=C2)=CC=1.C1C=CC(P(C2C=CC=CC=2)[C-]2C=CC=C2)=CC=1.Cl[Pd]Cl.[Fe+2].CCO.C1(C)C=CC=CC=1. The product is [Cl:44][C:43]1[CH:42]=[C:41]2[C:37]([C:38]([CH:45]=[O:46])=[CH:39][NH:40]2)=[CH:36][C:35]=1[C:23]1[CH:28]=[CH:27][C:26]([C:29]2([OH:33])[CH2:32][O:31][CH2:30]2)=[CH:25][CH:24]=1. The yield is 0.350.